The task is: Predict the reactants needed to synthesize the given product.. This data is from Full USPTO retrosynthesis dataset with 1.9M reactions from patents (1976-2016). (1) Given the product [CH3:13][CH2:12][O:11][C:9]([NH:8][C:7]1[CH:6]=[CH:5][C:4]([NH:14][CH2:15][C:16]2[CH:21]=[CH:20][C:19]([F:22])=[CH:18][CH:17]=2)=[N:3][C:2]=1[NH2:1])=[O:10].[S:24]([O-:27])(=[O:26])(=[O:25])[CH3:23], predict the reactants needed to synthesize it. The reactants are: [NH2:1][C:2]1[C:7]([NH:8][C:9]([O:11][CH2:12][CH3:13])=[O:10])=[CH:6][CH:5]=[C:4]([NH:14][CH2:15][C:16]2[CH:21]=[CH:20][C:19]([F:22])=[CH:18][CH:17]=2)[N:3]=1.[CH3:23][S:24]([OH:27])(=[O:26])=[O:25]. (2) Given the product [CH2:2]([O:4][C:5](=[O:9])[CH:6]([C:7]#[N:8])[CH2:12][C:13](=[O:14])[C:15]1[CH:20]=[CH:19][N:18]=[CH:17][CH:16]=1)[CH3:3], predict the reactants needed to synthesize it. The reactants are: [Na].[CH2:2]([O:4][C:5](=[O:9])[CH2:6][C:7]#[N:8])[CH3:3].Br.Br[CH2:12][C:13]([C:15]1[CH:20]=[CH:19][N:18]=[CH:17][CH:16]=1)=[O:14].CCN(C(C)C)C(C)C. (3) Given the product [Cl:1][C:2]1[CH:7]=[C:6]([Cl:8])[CH:5]=[CH:4][C:3]=1[CH2:9][CH2:10][O:11][C:12]1[CH:13]=[C:14]([C:15]([N:33]2[CH2:34][CH2:35][N:30]([CH2:29][C:26]3[CH:25]=[CH:24][N:23]=[CH:28][CH:27]=3)[CH2:31][CH2:32]2)=[O:17])[CH:18]=[CH:19][C:20]=1[O:21][CH3:22], predict the reactants needed to synthesize it. The reactants are: [Cl:1][C:2]1[CH:7]=[C:6]([Cl:8])[CH:5]=[CH:4][C:3]=1[CH2:9][CH2:10][O:11][C:12]1[CH:13]=[C:14]([CH:18]=[CH:19][C:20]=1[O:21][CH3:22])[C:15]([OH:17])=O.[N:23]1[CH:28]=[CH:27][C:26]([CH2:29][N:30]2[CH2:35][CH2:34][NH:33][CH2:32][CH2:31]2)=[CH:25][CH:24]=1.[B-](F)(F)(F)F.CCOC(C(C#N)=NOC(N(C)C)=[N+](C)C)=O. (4) Given the product [Cl:1][C:2]1[CH:7]=[CH:6][C:5]([C@H:8]2[CH2:13][C@@H:12]([C:14](=[O:16])[CH2:38][C:37]([O:36][CH2:34][CH3:35])=[O:42])[CH2:11][CH2:10][N:9]2[C:17]([O:19][CH3:20])=[O:18])=[CH:4][C:3]=1[F:21].[Cl:1][C:2]1[CH:7]=[CH:6][C:5]([C@H:8]2[CH2:13][C@H:12]([C:39](=[O:41])[CH2:38][C:37]([O:36][CH2:34][CH3:35])=[O:42])[CH2:11][CH2:10][N:9]2[C:17]([O:19][CH3:20])=[O:18])=[CH:4][C:3]=1[F:21], predict the reactants needed to synthesize it. The reactants are: [Cl:1][C:2]1[CH:7]=[CH:6][C:5]([CH:8]2[CH2:13][CH:12]([C:14]([OH:16])=O)[CH2:11][CH2:10][N:9]2[C:17]([O:19][CH3:20])=[O:18])=[CH:4][C:3]=1[F:21].N1(C(N2C=CN=C2)=O)C=CN=C1.[CH2:34]([O:36][C:37](=[O:42])[CH2:38][C:39]([O-:41])=O)[CH3:35].[K+].[Cl-].[Mg+2].[Cl-].Cl.